From a dataset of Forward reaction prediction with 1.9M reactions from USPTO patents (1976-2016). Predict the product of the given reaction. (1) Given the reactants [NH3:1].[CH3:2][N:3]([CH3:19])[C:4]([C:6]1[CH:11]=[CH:10][C:9]([N+:12]([O-:14])=[O:13])=[CH:8][C:7]=1[S:15](Cl)(=[O:17])=[O:16])=[O:5], predict the reaction product. The product is: [CH3:2][N:3]([CH3:19])[C:4]([C:6]1[CH:11]=[CH:10][C:9]([N+:12]([O-:14])=[O:13])=[CH:8][C:7]=1[S:15]([NH2:1])(=[O:17])=[O:16])=[O:5]. (2) Given the reactants [CH2:1]([O:3][C:4]([CH2:6][NH:7][C:8]([NH:10][C:11](=[N:18][C:19]1[CH:24]=[CH:23][C:22]([N+:25]([O-:27])=[O:26])=[CH:21][CH:20]=1)[C:12]1[CH:17]=[CH:16][CH:15]=[CH:14][CH:13]=1)=[S:9])=[O:5])[CH3:2].[Br:28]Br, predict the reaction product. The product is: [BrH:28].[CH2:1]([O:3][C:4]([CH2:6][N:7]=[C:8]1[S:9][N:18]([C:19]2[CH:24]=[CH:23][C:22]([N+:25]([O-:27])=[O:26])=[CH:21][CH:20]=2)[C:11]([C:12]2[CH:17]=[CH:16][CH:15]=[CH:14][CH:13]=2)=[N:10]1)=[O:5])[CH3:2]. (3) The product is: [OH:1][C@H:2]([CH:6]([CH3:8])[CH3:7])[C:3]([O:5][CH3:9])=[O:4]. Given the reactants [OH:1][C@H:2]([CH:6]([CH3:8])[CH3:7])[C:3]([OH:5])=[O:4].[CH3:9]O, predict the reaction product. (4) Given the reactants [N:1]1([CH2:5][CH2:6][C:7]2[NH:8][C:9]([C:13]3[CH:14]=[C:15]([CH:19]=[CH:20][C:21]=3[CH3:22])[C:16]([OH:18])=O)=[C:10]([Cl:12])[N:11]=2)[CH2:4][CH2:3][CH2:2]1.ClC1N=C(COC)NC=1C1C=C(C=CC=1C)C(O)=O.Cl.[NH:43]1[CH2:46][CH:45]([C:47]2[CH:54]=[CH:53][C:50]([C:51]#[N:52])=[CH:49][CH:48]=2)[CH2:44]1.Cl.N1CCC(C2C=CC(C#N)=CC=2)CC1, predict the reaction product. The product is: [N:1]1([CH2:5][CH2:6][C:7]2[NH:8][C:9]([C:13]3[CH:14]=[C:15]([CH:19]=[CH:20][C:21]=3[CH3:22])[C:16]([N:43]3[CH2:46][CH:45]([C:47]4[CH:54]=[CH:53][C:50]([C:51]#[N:52])=[CH:49][CH:48]=4)[CH2:44]3)=[O:18])=[C:10]([Cl:12])[N:11]=2)[CH2:2][CH2:3][CH2:4]1. (5) Given the reactants C([N:14]1[CH2:17][CH:16]([CH2:18][N:19]2[C:27]3[C:22](=[CH:23][CH:24]=[C:25]([F:28])[CH:26]=3)[CH:21]=[CH:20]2)[CH2:15]1)(C1C=CC=CC=1)C1C=CC=CC=1.C([O-])=O.[NH4+], predict the reaction product. The product is: [NH:14]1[CH2:17][CH:16]([CH2:18][N:19]2[C:27]3[C:22](=[CH:23][CH:24]=[C:25]([F:28])[CH:26]=3)[CH:21]=[CH:20]2)[CH2:15]1. (6) The product is: [Cl:1][C:2]1[CH:10]=[C:9]([CH:8]=[CH:7][C:3]=1[C:4]([N:31]1[CH2:32][CH2:33][C:34]2[NH:26][CH:27]=[N:28][C:29]=2[CH2:30]1)=[O:5])[C:11]([NH:13][CH:14]([C:16]1[NH:20][C:19]2[CH:21]=[CH:22][C:23]([Cl:25])=[CH:24][C:18]=2[N:17]=1)[CH3:15])=[O:12]. Given the reactants [Cl:1][C:2]1[CH:10]=[C:9]([C:11]([NH:13][CH:14]([C:16]2[NH:20][C:19]3[CH:21]=[CH:22][C:23]([Cl:25])=[CH:24][C:18]=3[N:17]=2)[CH3:15])=[O:12])[CH:8]=[CH:7][C:3]=1[C:4](O)=[O:5].[NH:26]1[C:34]2[CH2:33][CH2:32][NH:31][CH2:30][C:29]=2[N:28]=[CH:27]1.C(N(C(C)C)CC)(C)C.ClCl, predict the reaction product. (7) Given the reactants [C:1]([C:3]1[C:4]([C:20]([F:23])([F:22])[F:21])=[C:5]2[C:9](=[CH:10][CH:11]=1)[N:8]([CH2:12][C:13](=[NH:16])[NH:14][OH:15])[C:7]([CH2:17][CH2:18][CH3:19])=[CH:6]2)#[N:2].[Cl:24][C:25]1[CH:26]=[C:27]2[C:36]([CH3:37])=[N:35][N:34]([CH3:38])[C:28]2=[N:29][C:30]=1[C:31](Cl)=O.C(N(CC)CC)C, predict the reaction product. The product is: [Cl:24][C:25]1[CH:26]=[C:27]2[C:36]([CH3:37])=[N:35][N:34]([CH3:38])[C:28]2=[N:29][C:30]=1[C:31]1[O:15][N:14]=[C:13]([CH2:12][N:8]2[C:9]3[C:5](=[C:4]([C:20]([F:22])([F:23])[F:21])[C:3]([C:1]#[N:2])=[CH:11][CH:10]=3)[CH:6]=[C:7]2[CH2:17][CH2:18][CH3:19])[N:16]=1.